This data is from Forward reaction prediction with 1.9M reactions from USPTO patents (1976-2016). The task is: Predict the product of the given reaction. (1) The product is: [CH2:25]([O:32][C:33]1[CH:40]=[C:39]([CH:38]=[CH:35][CH:34]=1)[CH2:20][Br:24])[C:26]1[CH:31]=[CH:30][CH:29]=[CH:28][CH:27]=1. Given the reactants C1(P(C2C=CC=CC=2)C2C=CC=CC=2)C=CC=CC=1.[C:20]([Br:24])(Br)(Br)Br.[CH2:25]([O:32][C:33]1[CH:34]=[C:35]([CH:38]=[CH:39][CH:40]=1)CO)[C:26]1[CH:31]=[CH:30][CH:29]=[CH:28][CH:27]=1, predict the reaction product. (2) The product is: [CH3:1][C:2]1[N:3]=[CH:4][C:5]([C:8]([O:10][CH2:11][CH3:12])=[O:9])=[N:6][CH:7]=1. Given the reactants [CH3:1][C:2]1[N:3]=[CH:4][C:5]([C:8]([OH:10])=[O:9])=[N:6][CH:7]=1.[CH2:11](O)[CH3:12], predict the reaction product. (3) Given the reactants [C:1]([O:5][C:6]([N:8]1[CH2:17][CH2:16][C:15]2[C:10](=[CH:11][CH:12]=[CH:13][C:14]=2Br)[CH2:9]1)=[O:7])([CH3:4])([CH3:3])[CH3:2].C([Li])(C)(C)C.[CH:24](N1CCOCC1)=[O:25].[Cl-].[NH4+], predict the reaction product. The product is: [C:1]([O:5][C:6]([N:8]1[CH2:17][CH2:16][C:15]2[C:10](=[CH:11][CH:12]=[CH:13][C:14]=2[CH:24]=[O:25])[CH2:9]1)=[O:7])([CH3:4])([CH3:3])[CH3:2]. (4) Given the reactants I[C:2]1[C:7]([CH3:8])=[CH:6][C:5]([C:9]2[CH:14]=[CH:13][N:12]=[N:11][CH:10]=2)=[CH:4][C:3]=1[CH3:15].[F:16][C:17]1[CH:18]=[CH:19][C:20](B2OC(C)(C)C(C)(C)O2)=[C:21]2[C:25]=1[C@H:24]([O:26][C:27]1[CH:40]=[CH:39][C:30]3[C@H:31]([CH2:34][C:35]([O:37][CH3:38])=[O:36])[CH2:32][O:33][C:29]=3[CH:28]=1)[CH2:23][CH2:22]2.BrC1C=CC(F)=C2C=1CC[C@H]2OC1C=CC2[C@H](CC(OC)=O)COC=2C=1, predict the reaction product. The product is: [CH3:15][C:3]1[CH:4]=[C:5]([C:9]2[CH:14]=[CH:13][N:12]=[N:11][CH:10]=2)[CH:6]=[C:7]([CH3:8])[C:2]=1[C:20]1[CH:19]=[CH:18][C:17]([F:16])=[C:25]2[C:21]=1[CH2:22][CH2:23][C@H:24]2[O:26][C:27]1[CH:40]=[CH:39][C:30]2[C@H:31]([CH2:34][C:35]([O:37][CH3:38])=[O:36])[CH2:32][O:33][C:29]=2[CH:28]=1. (5) Given the reactants [CH2:1]([CH:3]([CH2:14][CH3:15])[CH2:4][O:5][C:6]1[CH:7]=[C:8]([CH:11]=[CH:12][CH:13]=1)[CH:9]=[O:10])[CH3:2].[Li+].[CH3:17][CH:18]([N-:20]C(C)C)C, predict the reaction product. The product is: [CH2:14]([CH:3]([CH2:1][CH3:2])[CH2:4][O:5][C:6]1[CH:7]=[C:8]([CH:9]([OH:10])[CH2:17][C:18]#[N:20])[CH:11]=[CH:12][CH:13]=1)[CH3:15]. (6) The product is: [N:13]([C:2]1[C:11]2[C:6](=[CH:7][CH:8]=[CH:9][CH:10]=2)[O:5][C:4](=[O:12])[CH:3]=1)=[N+:14]=[N-:15]. Given the reactants Cl[C:2]1[C:11]2[C:6](=[CH:7][CH:8]=[CH:9][CH:10]=2)[O:5][C:4](=[O:12])[CH:3]=1.[N-:13]=[N+:14]=[N-:15].[Na+], predict the reaction product. (7) Given the reactants C(OC(=O)[NH:7][C:8]1[CH:13]=[CH:12][C:11]([N:14]2[CH:18]=[CH:17][CH:16]=[CH:15]2)=[CH:10][C:9]=1[NH:19][C:20](=[O:32])[CH2:21][C:22]([C:24]1[CH:29]=[CH:28][CH:27]=[C:26]([C:30]#[N:31])[CH:25]=1)=O)(C)(C)C.C(O)(C(F)(F)F)=O, predict the reaction product. The product is: [O:32]=[C:20]1[CH2:21][C:22]([C:24]2[CH:25]=[C:26]([CH:27]=[CH:28][CH:29]=2)[C:30]#[N:31])=[N:7][C:8]2[CH:13]=[CH:12][C:11]([N:14]3[CH:18]=[CH:17][CH:16]=[CH:15]3)=[CH:10][C:9]=2[NH:19]1. (8) Given the reactants [C:1]([O:5][C:6](=[O:36])[NH:7][CH:8]([CH2:29][C:30]1[CH:35]=[CH:34][CH:33]=[CH:32][CH:31]=1)[CH:9]([OH:28])[CH2:10][N:11]([CH2:24][CH:25]([CH3:27])[CH3:26])[S:12]([C:15]1[CH:20]=[CH:19][C:18]([N+:21]([O-])=O)=[CH:17][CH:16]=1)(=[O:14])=[O:13])([CH3:4])([CH3:3])[CH3:2], predict the reaction product. The product is: [C:1]([O:5][C:6](=[O:36])[NH:7][CH:8]([CH2:29][C:30]1[CH:31]=[CH:32][CH:33]=[CH:34][CH:35]=1)[CH:9]([OH:28])[CH2:10][N:11]([CH2:24][CH:25]([CH3:26])[CH3:27])[S:12]([C:15]1[CH:20]=[CH:19][C:18]([NH2:21])=[CH:17][CH:16]=1)(=[O:14])=[O:13])([CH3:3])([CH3:4])[CH3:2]. (9) The product is: [Cl:1][C:2]1[CH:16]=[CH:15][C:5]([O:6][C:7]2[CH:14]=[CH:13][C:10]([CH2:11][N:31]3[CH2:32][CH2:33][CH:28]([C:24]4[CH:23]=[C:22]([NH:21][C:19](=[O:20])[CH:18]([CH3:17])[CH3:34])[CH:27]=[CH:26][CH:25]=4)[CH2:29][CH2:30]3)=[CH:9][CH:8]=2)=[CH:4][CH:3]=1. Given the reactants [Cl:1][C:2]1[CH:16]=[CH:15][C:5]([O:6][C:7]2[CH:14]=[CH:13][C:10]([CH:11]=O)=[CH:9][CH:8]=2)=[CH:4][CH:3]=1.[CH3:17][CH:18]([CH3:34])[C:19]([NH:21][C:22]1[CH:27]=[CH:26][CH:25]=[C:24]([CH:28]2[CH2:33][CH2:32][NH:31][CH2:30][CH2:29]2)[CH:23]=1)=[O:20], predict the reaction product. (10) Given the reactants Br[C:2]1[CH:22]=[C:21]([C:23]([F:26])([F:25])[F:24])[C:5]2[N:6]([CH2:10][C:11]3[CH:16]=[CH:15][CH:14]=[C:13]([C:17]([F:20])([F:19])[F:18])[CH:12]=3)[C:7](=[O:9])[NH:8][C:4]=2[CH:3]=1.[Cu][C:28]#[N:29].C(=O)(O)[O-].[Na+], predict the reaction product. The product is: [O:9]=[C:7]1[N:6]([CH2:10][C:11]2[CH:16]=[CH:15][CH:14]=[C:13]([C:17]([F:20])([F:19])[F:18])[CH:12]=2)[C:5]2[C:21]([C:23]([F:26])([F:25])[F:24])=[CH:22][C:2]([C:28]#[N:29])=[CH:3][C:4]=2[NH:8]1.